The task is: Regression. Given two drug SMILES strings and cell line genomic features, predict the synergy score measuring deviation from expected non-interaction effect.. This data is from NCI-60 drug combinations with 297,098 pairs across 59 cell lines. (1) Drug 1: C1CCC(C1)C(CC#N)N2C=C(C=N2)C3=C4C=CNC4=NC=N3. Drug 2: CC12CCC3C(C1CCC2O)C(CC4=C3C=CC(=C4)O)CCCCCCCCCS(=O)CCCC(C(F)(F)F)(F)F. Cell line: RPMI-8226. Synergy scores: CSS=1.02, Synergy_ZIP=3.74, Synergy_Bliss=4.00, Synergy_Loewe=-2.71, Synergy_HSA=-1.67. (2) Drug 1: CN1CCC(CC1)COC2=C(C=C3C(=C2)N=CN=C3NC4=C(C=C(C=C4)Br)F)OC. Drug 2: C1=NC2=C(N=C(N=C2N1C3C(C(C(O3)CO)O)F)Cl)N. Cell line: K-562. Synergy scores: CSS=43.1, Synergy_ZIP=1.28, Synergy_Bliss=2.16, Synergy_Loewe=-5.80, Synergy_HSA=3.22. (3) Synergy scores: CSS=26.9, Synergy_ZIP=-1.73, Synergy_Bliss=-3.55, Synergy_Loewe=-45.4, Synergy_HSA=-3.27. Drug 1: C(=O)(N)NO. Drug 2: CC1C(C(CC(O1)OC2CC(CC3=C2C(=C4C(=C3O)C(=O)C5=CC=CC=C5C4=O)O)(C(=O)C)O)N)O. Cell line: HCT-15. (4) Drug 1: CC1C(C(CC(O1)OC2CC(CC3=C2C(=C4C(=C3O)C(=O)C5=C(C4=O)C(=CC=C5)OC)O)(C(=O)CO)O)N)O.Cl. Synergy scores: CSS=-1.27, Synergy_ZIP=0.969, Synergy_Bliss=0.476, Synergy_Loewe=-1.37, Synergy_HSA=-1.22. Drug 2: CN(C(=O)NC(C=O)C(C(C(CO)O)O)O)N=O. Cell line: MALME-3M. (5) Drug 1: C1C(C(OC1N2C=C(C(=O)NC2=O)F)CO)O. Drug 2: C1CN1C2=NC(=NC(=N2)N3CC3)N4CC4. Cell line: OVCAR3. Synergy scores: CSS=32.4, Synergy_ZIP=1.54, Synergy_Bliss=5.33, Synergy_Loewe=2.99, Synergy_HSA=3.09. (6) Drug 1: CN(C)C1=NC(=NC(=N1)N(C)C)N(C)C. Drug 2: C1CN(CCN1C(=O)CCBr)C(=O)CCBr. Cell line: HOP-62. Synergy scores: CSS=18.8, Synergy_ZIP=-5.27, Synergy_Bliss=2.57, Synergy_Loewe=-13.9, Synergy_HSA=-3.22. (7) Drug 1: CCC1(CC2CC(C3=C(CCN(C2)C1)C4=CC=CC=C4N3)(C5=C(C=C6C(=C5)C78CCN9C7C(C=CC9)(C(C(C8N6C=O)(C(=O)OC)O)OC(=O)C)CC)OC)C(=O)OC)O.OS(=O)(=O)O. Drug 2: CN(CCCl)CCCl.Cl. Cell line: SN12C. Synergy scores: CSS=37.9, Synergy_ZIP=-13.6, Synergy_Bliss=-8.02, Synergy_Loewe=-20.2, Synergy_HSA=-3.57. (8) Drug 1: CCCS(=O)(=O)NC1=C(C(=C(C=C1)F)C(=O)C2=CNC3=C2C=C(C=N3)C4=CC=C(C=C4)Cl)F. Drug 2: C1C(C(OC1N2C=C(C(=O)NC2=O)F)CO)O. Cell line: CAKI-1. Synergy scores: CSS=33.1, Synergy_ZIP=4.65, Synergy_Bliss=8.66, Synergy_Loewe=6.04, Synergy_HSA=10.4. (9) Drug 1: CC1=C2C(C(=O)C3(C(CC4C(C3C(C(C2(C)C)(CC1OC(=O)C(C(C5=CC=CC=C5)NC(=O)OC(C)(C)C)O)O)OC(=O)C6=CC=CC=C6)(CO4)OC(=O)C)OC)C)OC. Drug 2: C1CCC(CC1)NC(=O)N(CCCl)N=O. Cell line: OVCAR-4. Synergy scores: CSS=25.1, Synergy_ZIP=-12.6, Synergy_Bliss=-5.20, Synergy_Loewe=-41.6, Synergy_HSA=-3.08.